This data is from Full USPTO retrosynthesis dataset with 1.9M reactions from patents (1976-2016). The task is: Predict the reactants needed to synthesize the given product. (1) Given the product [Cl:25][C:22]1[CH:23]=[CH:24][C:19]([S:16]([NH:15][CH:7]([C:6]2[O:26][C:32]([CH3:33])=[N:5][N:4]=2)[CH2:8][C:9]2[CH:14]=[CH:13][CH:12]=[CH:11][CH:10]=2)(=[O:17])=[O:18])=[CH:20][CH:21]=1, predict the reactants needed to synthesize it. The reactants are: C([N:4]([C:6](=[O:26])[CH:7]([NH:15][S:16]([C:19]1[CH:24]=[CH:23][C:22]([Cl:25])=[CH:21][CH:20]=1)(=[O:18])=[O:17])[CH2:8][C:9]1[CH:14]=[CH:13][CH:12]=[CH:11][CH:10]=1)[NH2:5])(=O)C.O=P(Cl)(Cl)Cl.[CH3:32][C:33]#N. (2) Given the product [C:1]1([CH:7]2[CH2:16][CH2:15][C:14]3[C:9](=[CH:10][CH:11]=[CH:12][CH:13]=3)[NH:8]2)[CH:2]=[CH:3][CH:4]=[CH:5][CH:6]=1, predict the reactants needed to synthesize it. The reactants are: [C:1]1([C:7]2[CH:16]=[CH:15][C:14]3[C:9](=[CH:10][CH:11]=[CH:12][CH:13]=3)[N:8]=2)[CH:6]=[CH:5][CH:4]=[CH:3][CH:2]=1. (3) Given the product [C:20]1([N:13]2[C:14]3=[N:15][CH:16]=[CH:17][CH:18]=[C:19]3[C:11]([C:9]([NH:5][C:4]([NH2:6])=[NH:3])=[O:10])=[CH:12]2)[C:29]2[C:24](=[CH:25][CH:26]=[CH:27][CH:28]=2)[CH:23]=[CH:22][N:21]=1, predict the reactants needed to synthesize it. The reactants are: [Na].Cl.[NH2:3][C:4]([NH2:6])=[NH:5].Cl.Cl[C:9]([C:11]1[C:19]2[C:14](=[N:15][CH:16]=[CH:17][CH:18]=2)[N:13]([C:20]2[C:29]3[C:24](=[CH:25][CH:26]=[CH:27][CH:28]=3)[CH:23]=[CH:22][N:21]=2)[CH:12]=1)=[O:10]. (4) Given the product [F:1][C:2]1[CH:7]=[C:6]([F:8])[CH:5]=[CH:4][C:3]=1[N:10]1[C:18]2[C:13](=[C:14]([CH2:19][N:20]3[CH2:25][CH2:24][CH:23]([C:26]4[CH:27]=[C:28]([NH:32][C:33](=[O:37])[CH:34]([CH3:35])[CH3:36])[CH:29]=[CH:30][CH:31]=4)[CH2:22][CH2:21]3)[CH:15]=[CH:16][CH:17]=2)[CH:12]=[CH:11]1, predict the reactants needed to synthesize it. The reactants are: [F:1][C:2]1[CH:7]=[C:6]([F:8])[CH:5]=[CH:4][C:3]=1I.[NH:10]1[C:18]2[C:13](=[C:14]([CH2:19][N:20]3[CH2:25][CH2:24][CH:23]([C:26]4[CH:27]=[C:28]([NH:32][C:33](=[O:37])[CH:34]([CH3:36])[CH3:35])[CH:29]=[CH:30][CH:31]=4)[CH2:22][CH2:21]3)[CH:15]=[CH:16][CH:17]=2)[CH:12]=[CH:11]1. (5) Given the product [CH2:1]1[CH:6]2[C:7]3[C:12]([CH2:13][CH2:14][N:5]2[CH2:4][CH2:3][NH:2]1)=[CH:11][CH:10]=[CH:9][CH:8]=3, predict the reactants needed to synthesize it. The reactants are: [CH2:1]1[CH:6]2[C:7]3[C:12]([CH2:13][CH2:14][N:5]2[C:4](=O)[CH2:3][NH:2]1)=[CH:11][CH:10]=[CH:9][CH:8]=3.[H-].[Al+3].[Li+].[H-].[H-].[H-].O.[OH-].[Na+]. (6) Given the product [CH2:15]([N:19]1[CH:23]=[C:22]([C:2]2[NH:3][C:4]3[C:9]([C:10]=2[CH:11]=[O:12])=[CH:8][C:7]([O:13][CH3:14])=[CH:6][CH:5]=3)[CH:21]=[N:20]1)[CH:16]([CH3:18])[CH3:17], predict the reactants needed to synthesize it. The reactants are: Br[C:2]1[NH:3][C:4]2[C:9]([C:10]=1[CH:11]=[O:12])=[CH:8][C:7]([O:13][CH3:14])=[CH:6][CH:5]=2.[CH2:15]([N:19]1[CH:23]=[C:22](B2OC(C)(C)C(C)(C)O2)[CH:21]=[N:20]1)[CH:16]([CH3:18])[CH3:17].C1(P(C2C=CC=CC=2)C2C=CC=CC=2)C=CC=CC=1.P([O-])([O-])([O-])=O.[K+].[K+].[K+]. (7) Given the product [NH2:17][CH2:16][C:12]1[NH:13][C:14](=[O:15])[C:9]2[NH:8][N:7]=[C:6]([CH:1]3[CH2:5][CH2:4][CH2:3][CH2:2]3)[C:10]=2[N:11]=1, predict the reactants needed to synthesize it. The reactants are: [CH:1]1([C:6]2[C:10]3[N:11]=[C:12]([CH2:16][NH:17]C(=O)C)[NH:13][C:14](=[O:15])[C:9]=3[NH:8][N:7]=2)[CH2:5][CH2:4][CH2:3][CH2:2]1.